From a dataset of Full USPTO retrosynthesis dataset with 1.9M reactions from patents (1976-2016). Predict the reactants needed to synthesize the given product. (1) Given the product [ClH:28].[C:1]1([C:7]2[CH:8]=[C:9]([CH2:16][O:17][C:18]3[CH:27]=[CH:26][C:21]4[NH:22][CH2:23][CH2:24][O:25][C:20]=4[CH:19]=3)[S:10][C:11]=2[C:12]([F:15])([F:13])[F:14])[CH:2]=[CH:3][CH:4]=[CH:5][CH:6]=1, predict the reactants needed to synthesize it. The reactants are: [C:1]1([C:7]2[CH:8]=[C:9]([CH2:16][O:17][C:18]3[CH:27]=[CH:26][C:21]4[NH:22][CH2:23][CH2:24][O:25][C:20]=4[CH:19]=3)[S:10][C:11]=2[C:12]([F:15])([F:14])[F:13])[CH:6]=[CH:5][CH:4]=[CH:3][CH:2]=1.[ClH:28].O1CCOCC1. (2) Given the product [CH2:25]([N:3]1[CH:4]=[CH:5][C:6]([NH:8][C:9](=[O:17])[CH2:10][C:11]2[CH:16]=[CH:15][CH:14]=[CH:13][CH:12]=2)=[N:7][C:18]1=[O:21])[CH2:26][CH2:27][CH2:28][N:3]1[CH:4]=[CH:5][C:6]([NH:8][C:9](=[O:17])[CH2:10][C:11]2[CH:16]=[CH:15][CH:14]=[CH:13][CH:12]=2)=[N:7][C:2]1=[O:1], predict the reactants needed to synthesize it. The reactants are: [O:1]=[C:2]1[N:7]=[C:6]([NH:8][C:9](=[O:17])[CH2:10][C:11]2[CH:16]=[CH:15][CH:14]=[CH:13][CH:12]=2)[CH:5]=[CH:4][NH:3]1.[C:18]([O-:21])([O-])=O.[K+].[K+].Br[CH2:25][CH2:26][CH2:27][CH2:28]Br. (3) Given the product [Br:1][C:2]1[CH:3]=[C:4]([C@@H:8]2[C@@H:12]([C:13]([O:15][CH3:19])=[O:14])[O:11][C:10](=[O:16])[NH:9]2)[CH:5]=[CH:6][CH:7]=1, predict the reactants needed to synthesize it. The reactants are: [Br:1][C:2]1[CH:3]=[C:4]([C@@H:8]2[C@@H:12]([C:13]([OH:15])=[O:14])[O:11][C:10](=[O:16])[NH:9]2)[CH:5]=[CH:6][CH:7]=1.CO.[CH3:19][Si](C=[N+]=[N-])(C)C. (4) Given the product [CH2:11]([O:14][CH2:15][CH2:25][CH:24]=[N:21][OH:3])[CH:12]=[CH2:13], predict the reactants needed to synthesize it. The reactants are: C(Cl)(=O)C(Cl)=[O:3].CS(C)=O.[CH2:11]([O:14][CH2:15]CCO)[CH:12]=[CH2:13].C([N:21]([CH2:24][CH3:25])CC)C. (5) Given the product [C:28]([C:27]1[CH:31]=[CH:32][C:24]([NH:23][C:21]([CH:12]2[CH:11]([C:35]3[CH:40]=[CH:39][CH:38]=[C:37]([Cl:41])[C:36]=3[F:42])[C:10]3([C:5]4[C:6](=[CH:7][C:2]([Cl:1])=[CH:3][CH:4]=4)[NH:8][C:9]3=[O:43])[CH:14]([CH2:15][C:16]([C:19]#[N:20])([CH3:18])[CH3:17])[NH:13]2)=[O:22])=[C:25]([O:33][CH3:34])[CH:26]=1)(=[O:29])[NH2:56], predict the reactants needed to synthesize it. The reactants are: [Cl:1][C:2]1[CH:7]=[C:6]2[NH:8][C:9](=[O:43])[C@@:10]3([C@H:14]([CH2:15][C:16]([C:19]#[N:20])([CH3:18])[CH3:17])[NH:13][C@@H:12]([C:21]([NH:23][C:24]4[CH:32]=[CH:31][C:27]([C:28](O)=[O:29])=[CH:26][C:25]=4[O:33][CH3:34])=[O:22])[C@@H:11]3[C:35]3[CH:40]=[CH:39][CH:38]=[C:37]([Cl:41])[C:36]=3[F:42])[C:5]2=[CH:4][CH:3]=1.C1N=CN(C(N2C=NC=C2)=O)C=1.[NH3:56].